Dataset: Forward reaction prediction with 1.9M reactions from USPTO patents (1976-2016). Task: Predict the product of the given reaction. (1) The product is: [CH2:1]([C:3]1[CH:7]=[C:6]([CH2:8][CH3:9])[N:5]([C:10]2[CH:15]=[CH:14][C:13]([NH:16][C:17]([CH2:19][NH:28][C:27]3[CH:29]=[CH:30][C:24]([C:22]#[N:23])=[CH:25][CH:26]=3)=[O:18])=[CH:12][C:11]=2[CH3:21])[N:4]=1)[CH3:2]. Given the reactants [CH2:1]([C:3]1[CH:7]=[C:6]([CH2:8][CH3:9])[N:5]([C:10]2[CH:15]=[CH:14][C:13]([NH:16][C:17]([CH2:19]Br)=[O:18])=[CH:12][C:11]=2[CH3:21])[N:4]=1)[CH3:2].[C:22]([C:24]1[CH:30]=[CH:29][C:27]([NH2:28])=[CH:26][CH:25]=1)#[N:23], predict the reaction product. (2) Given the reactants [Cl:1][C:2]1[CH:11]=[CH:10][C:5]([O:6][CH2:7][C:8]#[N:9])=[CH:4][CH:3]=1.Cl.[CH2:13]([OH:15])[CH3:14], predict the reaction product. The product is: [ClH:1].[Cl:1][C:2]1[CH:11]=[CH:10][C:5]([O:6][CH2:7][C:8](=[NH:9])[O:15][CH2:13][CH3:14])=[CH:4][CH:3]=1. (3) Given the reactants [N:1]1[CH:6]=[CH:5][CH:4]=[C:3](B(O)O)[CH:2]=1.Br[C:11]1[N:15]=[C:14]([C:16]2[C:21]([CH2:22][CH3:23])=[CH:20][CH:19]=[CH:18][C:17]=2[CH2:24][CH3:25])[N:13]([CH2:26][CH3:27])[C:12]=1[CH2:28][N:29]1[CH2:34][CH2:33][CH2:32][CH2:31][CH:30]1[C:35]1[CH:44]=[CH:43][C:38]2[O:39][CH2:40][CH2:41][O:42][C:37]=2[CH:36]=1, predict the reaction product. The product is: [CH2:24]([C:17]1[CH:18]=[CH:19][CH:20]=[C:21]([CH2:22][CH3:23])[C:16]=1[C:14]1[N:13]([CH2:26][CH3:27])[C:12]([CH2:28][N:29]2[CH2:34][CH2:33][CH2:32][CH2:31][CH:30]2[C:35]2[CH:44]=[CH:43][C:38]3[O:39][CH2:40][CH2:41][O:42][C:37]=3[CH:36]=2)=[C:11]([C:3]2[CH:2]=[N:1][CH:6]=[CH:5][CH:4]=2)[N:15]=1)[CH3:25]. (4) The product is: [Cl:11][C:9]1[CH:8]=[C:7]([CH3:12])[C:6]2[O:13][CH:2]([CH:14]([CH3:16])[CH3:15])[C:3](=[O:18])[NH:4][C:5]=2[CH:10]=1. Given the reactants Br[CH:2]([CH:14]([CH3:16])[CH3:15])[CH2:3][N-:4][C:5]1[CH:10]=[C:9]([Cl:11])[CH:8]=[C:7]([CH3:12])[C:6]=1[OH:13].C(=O)([O-])[O-:18].[K+].[K+].Cl.O, predict the reaction product. (5) Given the reactants [N:1]1([C:7]2[N:12]=[CH:11][C:10]([NH:13][C:14]([C:16]3[O:20][C:19]([N:21]4[CH2:26][CH2:25][CH2:24][CH2:23][CH2:22]4)=[N:18][C:17]=3[C:27]([F:30])([F:29])[F:28])=[O:15])=[CH:9][CH:8]=2)[CH2:6][CH2:5][NH:4][CH2:3][CH2:2]1.[F:31][C:32]1[CH:37]=[CH:36][CH:35]=[CH:34][C:33]=1[N:38]=[C:39]=[O:40], predict the reaction product. The product is: [F:31][C:32]1[CH:37]=[CH:36][CH:35]=[CH:34][C:33]=1[NH:38][C:39]([N:4]1[CH2:5][CH2:6][N:1]([C:7]2[N:12]=[CH:11][C:10]([NH:13][C:14]([C:16]3[O:20][C:19]([N:21]4[CH2:22][CH2:23][CH2:24][CH2:25][CH2:26]4)=[N:18][C:17]=3[C:27]([F:28])([F:29])[F:30])=[O:15])=[CH:9][CH:8]=2)[CH2:2][CH2:3]1)=[O:40]. (6) Given the reactants [F:1][C:2]1[CH:7]=[CH:6][C:5]([CH2:8][OH:9])=[CH:4][CH:3]=1.[OH-].[Na+].[C:12]([O:16][C:17](=[O:20])[CH2:18]Br)([CH3:15])([CH3:14])[CH3:13], predict the reaction product. The product is: [C:12]([O:16][C:17](=[O:20])[CH2:18][O:9][CH2:8][C:5]1[CH:6]=[CH:7][C:2]([F:1])=[CH:3][CH:4]=1)([CH3:15])([CH3:14])[CH3:13].